From a dataset of Forward reaction prediction with 1.9M reactions from USPTO patents (1976-2016). Predict the product of the given reaction. Given the reactants N[CH2:2][NH:3][C:4]([NH:6][C:7]1[CH:12]=[CH:11][CH:10]=[CH:9][C:8]=1[CH2:13][C:14]([O:16][CH3:17])=[O:15])=[S:5].[C:18](Cl)(=[O:25])[C:19]1[CH:24]=[CH:23][CH:22]=[CH:21][CH:20]=1.[N:27]1C=CC=CC=1, predict the reaction product. The product is: [CH3:2][N:3]([C:4]([NH:6][C:7]1[CH:12]=[CH:11][CH:10]=[CH:9][C:8]=1[CH2:13][C:14]([O:16][CH3:17])=[O:15])=[S:5])[NH:27][C:18]([C:19]1[CH:24]=[CH:23][CH:22]=[CH:21][CH:20]=1)=[O:25].